Regression. Given a peptide amino acid sequence and an MHC pseudo amino acid sequence, predict their binding affinity value. This is MHC class II binding data. From a dataset of Peptide-MHC class II binding affinity with 134,281 pairs from IEDB. (1) The binding affinity (normalized) is 0.761. The peptide sequence is IMLLAYYIAAVNIES. The MHC is DRB1_1602 with pseudo-sequence DRB1_1602. (2) The peptide sequence is LKDLWDYMLNSTGGI. The MHC is DRB1_0802 with pseudo-sequence DRB1_0802. The binding affinity (normalized) is 0. (3) The peptide sequence is AKNMKNLVWNDELAY. The MHC is DRB1_0802 with pseudo-sequence DRB1_0802. The binding affinity (normalized) is 0.473. (4) The peptide sequence is MKEGRYEVRAELPGV. The MHC is DRB4_0101 with pseudo-sequence DRB4_0103. The binding affinity (normalized) is 0.254.